This data is from NCI-60 drug combinations with 297,098 pairs across 59 cell lines. The task is: Regression. Given two drug SMILES strings and cell line genomic features, predict the synergy score measuring deviation from expected non-interaction effect. (1) Drug 1: CCC1(CC2CC(C3=C(CCN(C2)C1)C4=CC=CC=C4N3)(C5=C(C=C6C(=C5)C78CCN9C7C(C=CC9)(C(C(C8N6C=O)(C(=O)OC)O)OC(=O)C)CC)OC)C(=O)OC)O.OS(=O)(=O)O. Drug 2: CC(C)CN1C=NC2=C1C3=CC=CC=C3N=C2N. Cell line: UACC-257. Synergy scores: CSS=-2.51, Synergy_ZIP=-0.930, Synergy_Bliss=-0.941, Synergy_Loewe=-4.11, Synergy_HSA=-4.12. (2) Drug 1: CC1=C2C(C(=O)C3(C(CC4C(C3C(C(C2(C)C)(CC1OC(=O)C(C(C5=CC=CC=C5)NC(=O)C6=CC=CC=C6)O)O)OC(=O)C7=CC=CC=C7)(CO4)OC(=O)C)O)C)OC(=O)C. Drug 2: CC1CCC2CC(C(=CC=CC=CC(CC(C(=O)C(C(C(=CC(C(=O)CC(OC(=O)C3CCCCN3C(=O)C(=O)C1(O2)O)C(C)CC4CCC(C(C4)OC)OCCO)C)C)O)OC)C)C)C)OC. Cell line: UO-31. Synergy scores: CSS=13.7, Synergy_ZIP=-3.79, Synergy_Bliss=-1.42, Synergy_Loewe=-9.80, Synergy_HSA=1.14. (3) Drug 1: CC1CCC2CC(C(=CC=CC=CC(CC(C(=O)C(C(C(=CC(C(=O)CC(OC(=O)C3CCCCN3C(=O)C(=O)C1(O2)O)C(C)CC4CCC(C(C4)OC)O)C)C)O)OC)C)C)C)OC. Drug 2: CCC1(C2=C(COC1=O)C(=O)N3CC4=CC5=C(C=CC(=C5CN(C)C)O)N=C4C3=C2)O.Cl. Cell line: NCI-H226. Synergy scores: CSS=31.7, Synergy_ZIP=-9.02, Synergy_Bliss=-2.11, Synergy_Loewe=1.76, Synergy_HSA=2.16. (4) Drug 1: CC1=CC=C(C=C1)C2=CC(=NN2C3=CC=C(C=C3)S(=O)(=O)N)C(F)(F)F. Drug 2: CCCCC(=O)OCC(=O)C1(CC(C2=C(C1)C(=C3C(=C2O)C(=O)C4=C(C3=O)C=CC=C4OC)O)OC5CC(C(C(O5)C)O)NC(=O)C(F)(F)F)O. Cell line: HT29. Synergy scores: CSS=22.3, Synergy_ZIP=0.0281, Synergy_Bliss=-2.09, Synergy_Loewe=-25.4, Synergy_HSA=-3.86. (5) Drug 1: C1=CN(C(=O)N=C1N)C2C(C(C(O2)CO)O)O.Cl. Drug 2: CC1=C2C(C(=O)C3(C(CC4C(C3C(C(C2(C)C)(CC1OC(=O)C(C(C5=CC=CC=C5)NC(=O)C6=CC=CC=C6)O)O)OC(=O)C7=CC=CC=C7)(CO4)OC(=O)C)O)C)OC(=O)C. Cell line: HS 578T. Synergy scores: CSS=35.1, Synergy_ZIP=1.16, Synergy_Bliss=0.306, Synergy_Loewe=4.15, Synergy_HSA=4.98. (6) Drug 1: C1CC(C1)(C(=O)O)C(=O)O.[NH2-].[NH2-].[Pt+2]. Drug 2: C1CN1C2=NC(=NC(=N2)N3CC3)N4CC4. Cell line: NCIH23. Synergy scores: CSS=58.1, Synergy_ZIP=2.60, Synergy_Bliss=4.57, Synergy_Loewe=-11.8, Synergy_HSA=6.28. (7) Drug 1: C1=NC2=C(N1)C(=S)N=C(N2)N. Drug 2: CCC1(CC2CC(C3=C(CCN(C2)C1)C4=CC=CC=C4N3)(C5=C(C=C6C(=C5)C78CCN9C7C(C=CC9)(C(C(C8N6C)(C(=O)OC)O)OC(=O)C)CC)OC)C(=O)OC)O.OS(=O)(=O)O. Cell line: OVCAR3. Synergy scores: CSS=85.3, Synergy_ZIP=-6.12, Synergy_Bliss=-7.31, Synergy_Loewe=-6.86, Synergy_HSA=-3.16. (8) Drug 1: CC1C(C(CC(O1)OC2CC(OC(C2O)C)OC3=CC4=CC5=C(C(=O)C(C(C5)C(C(=O)C(C(C)O)O)OC)OC6CC(C(C(O6)C)O)OC7CC(C(C(O7)C)O)OC8CC(C(C(O8)C)O)(C)O)C(=C4C(=C3C)O)O)O)O. Drug 2: CN(C(=O)NC(C=O)C(C(C(CO)O)O)O)N=O. Cell line: K-562. Synergy scores: CSS=54.4, Synergy_ZIP=-3.74, Synergy_Bliss=-7.51, Synergy_Loewe=-5.55, Synergy_HSA=-5.12.